Predict the reactants needed to synthesize the given product. From a dataset of Full USPTO retrosynthesis dataset with 1.9M reactions from patents (1976-2016). (1) Given the product [CH3:2][O:3][C:4]1[C:13]2[C:8](=[C:9]([O:14][CH3:15])[CH:10]=[CH:11][CH:12]=2)[N:7]=[C:6]([C:16]([N:18]2[CH2:23][CH2:22][C:21]3([CH2:32][C:31](=[O:33])[C:30]4[C:25](=[CH:26][CH:27]=[C:28]([C:34]5[N:38]([CH3:39])[N:37]=[N:36][N:35]=5)[CH:29]=4)[O:24]3)[CH2:20][CH2:19]2)=[O:17])[CH:5]=1, predict the reactants needed to synthesize it. The reactants are: [Na].[CH3:2][O:3][C:4]1[C:13]2[C:8](=[C:9]([O:14][CH3:15])[CH:10]=[CH:11][CH:12]=2)[N:7]=[C:6]([C:16]([N:18]2[CH2:23][CH2:22][C:21]3([CH2:32][C:31](=[O:33])[C:30]4[C:25](=[CH:26][CH:27]=[C:28]([C:34]5[NH:38][N:37]=[N:36][N:35]=5)[CH:29]=4)[O:24]3)[CH2:20][CH2:19]2)=[O:17])[CH:5]=1.[CH3:39]I. (2) The reactants are: [OH:1][CH2:2][CH:3]1[N:14]2[C:15]3[C:10]([C:11](=[O:17])[NH:12][C:13]2=[O:16])=[CH:9][CH:8]=[CH:7][C:6]=3[CH2:5][CH2:4]1.C(N(CC)CC)C.S([O-])(O)(=O)=O.[K+]. Given the product [O:17]=[C:11]1[C:10]2[C:15]3=[C:6]([CH2:5][CH2:4][CH:3]([CH:2]=[O:1])[N:14]3[C:13](=[O:16])[NH:12]1)[CH:7]=[CH:8][CH:9]=2, predict the reactants needed to synthesize it. (3) Given the product [Br:1][C:2]1[C:7]2[CH2:8][CH:9]([CH2:22][CH3:23])[N:10]3[C:15]([C:6]=2[C:5]([O:24][CH2:25][CH3:26])=[CH:4][CH:3]=1)=[CH:14][C:13](=[O:16])[C:12]([C:17]([OH:19])=[O:18])=[CH:11]3, predict the reactants needed to synthesize it. The reactants are: [Br:1][C:2]1[C:7]2[CH2:8][CH:9]([CH2:22][CH3:23])[N:10]3[C:15]([C:6]=2[C:5]([O:24][CH2:25][CH3:26])=[CH:4][CH:3]=1)=[CH:14][C:13](=[O:16])[C:12]([C:17]([O:19]CC)=[O:18])=[CH:11]3.O.[OH-].[Li+].Cl. (4) Given the product [NH2:8][C:9]1[CH:17]=[CH:16][C:12]([C:13]([OH:15])=[O:14])=[CH:11][C:10]=1[Cl:19], predict the reactants needed to synthesize it. The reactants are: CN1CCOCC1.[NH2:8][C:9]1[CH:17]=[CH:16][C:12]([C:13]([OH:15])=[O:14])=[C:11](Cl)[CH:10]=1.[Cl:19]N1N=C(OC)C=C(OC)N1. (5) Given the product [Br:12][C:3]1[CH:4]=[C:5]([C:7]([O:9][CH2:10][CH3:11])=[O:8])[NH:6][C:2]=1[CH3:1], predict the reactants needed to synthesize it. The reactants are: [CH3:1][C:2]1[NH:6][C:5]([C:7]([O:9][CH2:10][CH3:11])=[O:8])=[CH:4][CH:3]=1.[Br:12]N1C(=O)CCC1=O.